This data is from Full USPTO retrosynthesis dataset with 1.9M reactions from patents (1976-2016). The task is: Predict the reactants needed to synthesize the given product. (1) Given the product [CH3:20][O:21][C:22]1[CH:23]=[C:24]([CH:25]=[CH:26][CH:27]=1)[NH:28][C:2]1[CH:7]=[C:6]([C:8]2[CH:13]=[CH:12][CH:11]=[CH:10][N:9]=2)[N:5]=[C:4]([C:14]2[CH:19]=[CH:18][CH:17]=[CH:16][N:15]=2)[N:3]=1, predict the reactants needed to synthesize it. The reactants are: Cl[C:2]1[CH:7]=[C:6]([C:8]2[CH:13]=[CH:12][CH:11]=[CH:10][N:9]=2)[N:5]=[C:4]([C:14]2[CH:19]=[CH:18][CH:17]=[CH:16][N:15]=2)[N:3]=1.[CH3:20][O:21][C:22]1[CH:27]=[CH:26][CH:25]=[C:24]([NH2:28])[CH:23]=1.Cl.[OH-].[Na+]. (2) Given the product [Cl:39][C:23]1[S:22][C:21]([C:18]2[CH:19]=[CH:20][C:15]([C:12]3[CH:11]=[CH:10][C:9]([C:6]4([C:4]([OH:5])=[O:3])[CH2:8][CH2:7]4)=[CH:14][CH:13]=3)=[CH:16][CH:17]=2)=[C:25]([NH:26][C:27]([O:29][C@@H:30]([C:32]2[CH:33]=[CH:34][C:35]([Cl:38])=[CH:36][CH:37]=2)[CH3:31])=[O:28])[CH:24]=1, predict the reactants needed to synthesize it. The reactants are: C([O:3][C:4]([C:6]1([C:9]2[CH:14]=[CH:13][C:12]([C:15]3[CH:20]=[CH:19][C:18]([C:21]4[S:22][C:23]([Cl:39])=[CH:24][C:25]=4[NH:26][C:27]([O:29][C@@H:30]([C:32]4[CH:37]=[CH:36][C:35]([Cl:38])=[CH:34][CH:33]=4)[CH3:31])=[O:28])=[CH:17][CH:16]=3)=[CH:11][CH:10]=2)[CH2:8][CH2:7]1)=[O:5])C.[OH-].[Na+].Cl.